This data is from Forward reaction prediction with 1.9M reactions from USPTO patents (1976-2016). The task is: Predict the product of the given reaction. (1) Given the reactants FC(F)(F)C(O)=O.[O:8]1[C:12]2[CH:13]=[CH:14][C:15]([NH:17][C:18]3[CH:30]=[C:29]([C:31]4[CH:36]=[CH:35][CH:34]=[C:33]([O:37]C(OC(C)(C)C)=O)[CH:32]=4)[CH:28]=[CH:27][C:19]=3[C:20]([O:22]C(C)(C)C)=[O:21])=[CH:16][C:11]=2[O:10][CH2:9]1, predict the reaction product. The product is: [O:8]1[C:12]2[CH:13]=[CH:14][C:15]([NH:17][C:18]3[CH:30]=[C:29]([C:31]4[CH:36]=[CH:35][CH:34]=[C:33]([OH:37])[CH:32]=4)[CH:28]=[CH:27][C:19]=3[C:20]([OH:22])=[O:21])=[CH:16][C:11]=2[O:10][CH2:9]1. (2) Given the reactants [CH3:1][O:2][C:3]1[CH:4]=[C:5]([C:13]2[CH:14]=[CH:15][C:16]([N:19]3[CH2:24][CH2:23][N:22]([C:25]4[CH:30]=[CH:29][C:28]([C:31]5[CH:36]=[C:35]([O:37][CH3:38])[C:34]([O:39][CH3:40])=[C:33]([O:41][CH3:42])[CH:32]=5)=[CH:27][N:26]=4)[CH2:21][CH2:20]3)=[N:17][CH:18]=2)[CH:6]=[C:7]([O:11][CH3:12])[C:8]=1[O:9][CH3:10].[CH3:43][S:44]([OH:47])(=[O:46])=[O:45].CO, predict the reaction product. The product is: [CH3:43][S:44]([OH:47])(=[O:46])=[O:45].[CH3:43][S:44]([OH:47])(=[O:46])=[O:45].[CH3:42][O:41][C:33]1[CH:32]=[C:31]([C:28]2[CH:29]=[CH:30][C:25]([N:22]3[CH2:23][CH2:24][N:19]([C:16]4[CH:15]=[CH:14][C:13]([C:5]5[CH:4]=[C:3]([O:2][CH3:1])[C:8]([O:9][CH3:10])=[C:7]([O:11][CH3:12])[CH:6]=5)=[CH:18][N:17]=4)[CH2:20][CH2:21]3)=[N:26][CH:27]=2)[CH:36]=[C:35]([O:37][CH3:38])[C:34]=1[O:39][CH3:40]. (3) Given the reactants [CH:1]([N:4]1[C:9](=[O:10])[CH:8]=[CH:7][C:6]([C:11]2[C:12]([C:34]3[CH:39]=[CH:38][CH:37]=[CH:36][CH:35]=3)=[N:13][N:14]3[CH:19]=[CH:18][C:17]([O:20][CH2:21][CH2:22][N:23]4C(=O)C5C(=CC=CC=5)C4=O)=[CH:16][C:15]=23)=[N:5]1)([CH3:3])[CH3:2].O.NN, predict the reaction product. The product is: [NH2:23][CH2:22][CH2:21][O:20][C:17]1[CH:18]=[CH:19][N:14]2[N:13]=[C:12]([C:34]3[CH:35]=[CH:36][CH:37]=[CH:38][CH:39]=3)[C:11]([C:6]3[CH:7]=[CH:8][C:9](=[O:10])[N:4]([CH:1]([CH3:3])[CH3:2])[N:5]=3)=[C:15]2[CH:16]=1. (4) Given the reactants [Br:1][C:2]1[CH:3]=[C:4]2[C:9](=[CH:10][CH:11]=1)[C:8](=[O:12])[NH:7][CH:6]=[CH:5]2.C1C(=O)N([Cl:20])C(=O)C1.O, predict the reaction product. The product is: [Br:1][C:2]1[CH:3]=[C:4]2[C:9](=[CH:10][CH:11]=1)[C:8](=[O:12])[NH:7][CH:6]=[C:5]2[Cl:20].